Dataset: Reaction yield outcomes from USPTO patents with 853,638 reactions. Task: Predict the reaction yield, written as a fraction of the theoretical maximum amount of product (1.0 means a 100% yield; for example, 0.34 means a 34% yield). The reactants are I[C:2]1[CH:11]=[C:10]2[C:5]([CH:6]=[C:7]([NH:12][C:13]([CH:15]3[CH2:17][CH2:16]3)=[O:14])[N:8]=[CH:9]2)=[CH:4][CH:3]=1.N1C2C(=CC=C3C=2N=CC=C3)[CH:21]=[CH:20][CH:19]=1.C(=O)([O-])[O-:33].[Cs+].[Cs+]. The catalyst is C(O)(C)C.ClCCl.[Cu]I. The product is [CH:20]([O:33][C:2]1[CH:11]=[C:10]2[C:5]([CH:6]=[C:7]([NH:12][C:13]([CH:15]3[CH2:17][CH2:16]3)=[O:14])[N:8]=[CH:9]2)=[CH:4][CH:3]=1)([CH3:21])[CH3:19]. The yield is 0.260.